Predict the product of the given reaction. From a dataset of Forward reaction prediction with 1.9M reactions from USPTO patents (1976-2016). (1) Given the reactants [OH-:1].[Na+].[CH2:3]([O:10][CH:11]1[CH2:14][CH:13]([C:15]2[C:20](Cl)=[N:19][N:18]3[C:22]([C:25]4[CH:30]=[CH:29][CH:28]=[CH:27][C:26]=4[F:31])=[N:23][N:24]=[C:17]3[CH:16]=2)[CH2:12]1)[C:4]1[CH:9]=[CH:8][CH:7]=[CH:6][CH:5]=1, predict the reaction product. The product is: [CH2:3]([O:10][CH:11]1[CH2:14][CH:13]([C:15]2[C:20](=[O:1])[NH:19][N:18]3[C:22]([C:25]4[CH:30]=[CH:29][CH:28]=[CH:27][C:26]=4[F:31])=[N:23][N:24]=[C:17]3[CH:16]=2)[CH2:12]1)[C:4]1[CH:9]=[CH:8][CH:7]=[CH:6][CH:5]=1. (2) The product is: [F:12][C:9]([F:10])([F:11])[C:7]1[CH:6]=[C:5]([C@H:13]2[O:18][C:17](=[O:19])[N:16]([CH2:20][C:21]3[C:26]([C:27]4[CH:32]=[C:31]([CH:33]([CH3:35])[CH3:34])[C:30]([F:36])=[CH:29][C:28]=4[O:37][CH3:38])=[CH:25][CH:24]=[C:23]([CH:39]([CH3:41])[CH3:40])[N:22]=3)[C@@H:15]([CH3:42])[CH2:14]2)[CH:4]=[C:3]([C:2]([F:1])([F:43])[F:44])[CH:8]=1. Given the reactants [F:1][C:2]([F:44])([F:43])[C:3]1[CH:4]=[C:5]([C@H:13]2[O:18][C:17](=[O:19])[N:16]([CH2:20][C:21]3[C:26]([C:27]4[CH:32]=[C:31]([CH:33]([CH3:35])[CH3:34])[C:30]([F:36])=[CH:29][C:28]=4[O:37][CH3:38])=[CH:25][CH:24]=[C:23]([C:39]([CH3:41])=[CH2:40])[N:22]=3)[C@@H:15]([CH3:42])[CH2:14]2)[CH:6]=[C:7]([C:9]([F:12])([F:11])[F:10])[CH:8]=1.[H][H], predict the reaction product. (3) Given the reactants [N:1]1([C:6]2[CH:11]=[CH:10][CH:9]=[CH:8][N+:7]=2[O-:12])[CH:5]=[CH:4][N:3]=[CH:2]1.S(=O)(=O)(O)O.[N+:18]([O-])([OH:20])=[O:19].C(=O)([O-])[O-].[K+].[K+], predict the reaction product. The product is: [N:1]1([C:6]2[CH:11]=[C:10]([N+:18]([O-:20])=[O:19])[CH:9]=[CH:8][N+:7]=2[O-:12])[CH:5]=[CH:4][N:3]=[CH:2]1. (4) The product is: [CH2:15]([O:17][C:18](=[O:29])[C:19]1[CH:24]=[CH:23][CH:22]=[C:21]([NH:25][C:26]2[S:27][CH:2]=[C:3]([C:5]3[N:9]4[CH:10]=[CH:11][CH:12]=[CH:13][C:8]4=[N:7][C:6]=3[CH3:14])[N:28]=2)[CH:20]=1)[CH3:16]. Given the reactants Br[CH2:2][C:3]([C:5]1[N:9]2[CH:10]=[CH:11][CH:12]=[CH:13][C:8]2=[N:7][C:6]=1[CH3:14])=O.[CH2:15]([O:17][C:18](=[O:29])[C:19]1[CH:24]=[CH:23][CH:22]=[C:21]([NH:25][C:26]([NH2:28])=[S:27])[CH:20]=1)[CH3:16], predict the reaction product. (5) The product is: [CH3:5][CH:3]([CH2:4][S:19][C:13]1[CH:18]=[CH:17][CH:16]=[CH:15][CH:14]=1)[CH:2]=[O:1]. Given the reactants [O:1]=[CH:2][C:3](=[CH2:5])[CH3:4].C(N(CC)CC)C.[C:13]1([SH:19])[CH:18]=[CH:17][CH:16]=[CH:15][CH:14]=1, predict the reaction product.